This data is from Full USPTO retrosynthesis dataset with 1.9M reactions from patents (1976-2016). The task is: Predict the reactants needed to synthesize the given product. Given the product [CH3:37][O:38][C:14](=[O:36])[C@@H:15]([O:33][CH2:34][CH3:35])[C@@H:16]([C:18]1[CH:23]=[CH:22][C:21]([O:24][CH2:25][C:26]2[CH:27]=[CH:28][CH:29]=[CH:30][CH:31]=2)=[CH:20][C:19]=1[Cl:32])[OH:17], predict the reactants needed to synthesize it. The reactants are: C([C@H]1COC(=O)N1[C:14](=[O:36])[C@@H:15]([O:33][CH2:34][CH3:35])[C@@H:16]([C:18]1[CH:23]=[CH:22][C:21]([O:24][CH2:25][C:26]2[CH:31]=[CH:30][CH:29]=[CH:28][CH:27]=2)=[CH:20][C:19]=1[Cl:32])[OH:17])C1C=CC=CC=1.[CH3:37][O-:38].[Na+].